From a dataset of Forward reaction prediction with 1.9M reactions from USPTO patents (1976-2016). Predict the product of the given reaction. The product is: [Br:15][C:16]1[CH:31]=[CH:30][C:19]([CH2:20][O:21][C:22]2[CH:23]=[C:24]([NH:29][C:2]3[C:3]4[C:8](=[N:7][C:6]([CH2:12][CH2:13][CH3:14])=[CH:5][CH:4]=4)[N:9]=[CH:10][CH:11]=3)[CH:25]=[C:26]([Cl:28])[CH:27]=2)=[CH:18][CH:17]=1. Given the reactants Cl[C:2]1[CH:11]=[CH:10][N:9]=[C:8]2[C:3]=1[CH:4]=[CH:5][C:6]([CH2:12][CH2:13][CH3:14])=[N:7]2.[Br:15][C:16]1[CH:31]=[CH:30][C:19]([CH2:20][O:21][C:22]2[CH:23]=[C:24]([NH2:29])[CH:25]=[C:26]([Cl:28])[CH:27]=2)=[CH:18][CH:17]=1, predict the reaction product.